Dataset: Full USPTO retrosynthesis dataset with 1.9M reactions from patents (1976-2016). Task: Predict the reactants needed to synthesize the given product. (1) Given the product [C:1]1([C:7]2[C:15]3[C:10](=[CH:11][CH:12]=[CH:13][CH:14]=3)[N:9]([S:16]([C:19]3[CH:20]=[CH:21][C:22]([CH3:25])=[CH:23][CH:24]=3)(=[O:17])=[O:18])[C:8]=2[CH:26]([OH:27])[CH3:28])[CH:2]=[CH:3][CH:4]=[CH:5][CH:6]=1, predict the reactants needed to synthesize it. The reactants are: [C:1]1([C:7]2[C:15]3[C:10](=[CH:11][CH:12]=[CH:13][CH:14]=3)[N:9]([S:16]([C:19]3[CH:24]=[CH:23][C:22]([CH3:25])=[CH:21][CH:20]=3)(=[O:18])=[O:17])[C:8]=2[CH:26]=[O:27])[CH:6]=[CH:5][CH:4]=[CH:3][CH:2]=1.[CH3:28][Mg]Br.[NH4+].[Cl-]. (2) Given the product [C:30]1([N:36]2[CH:41]=[CH:40][C:39]([CH2:42][CH2:43][CH2:44][C:48]3[N:47]=[N:46][NH:45][CH:12]=3)=[C:38]([O:49][CH2:7][C:1]3[CH:2]=[CH:3][CH:4]=[CH:5][CH:6]=3)[C:37]2=[O:51])[CH:35]=[CH:34][CH:33]=[CH:32][CH:31]=1, predict the reactants needed to synthesize it. The reactants are: [C:1]1([C:7]#C)[CH:6]=[CH:5][CH:4]=[CH:3][CH:2]=1.N([CH2:12]CCC1C=CNC(=O)C=1OCC1C=CC=CC=1)=[N+]=[N-].[C:30]1([N:36]2[CH:41]=[CH:40][C:39]([CH2:42][CH2:43][C:44]3[N:45]=[N:46][NH:47][CH:48]=3)=[C:38]([O:49]C)[C:37]2=[O:51])[CH:35]=[CH:34][CH:33]=[CH:32][CH:31]=1. (3) Given the product [CH3:17][C:16]1[CH:18]=[CH:19][C:13]([S:10]([O:9][CH2:8][C:4]2[CH:3]=[C:2]([Cl:1])[CH:7]=[CH:6][N:5]=2)(=[O:12])=[O:11])=[CH:14][CH:15]=1, predict the reactants needed to synthesize it. The reactants are: [Cl:1][C:2]1[CH:7]=[CH:6][N:5]=[C:4]([CH2:8][OH:9])[CH:3]=1.[S:10](Cl)([C:13]1[CH:19]=[CH:18][C:16]([CH3:17])=[CH:15][CH:14]=1)(=[O:12])=[O:11]. (4) The reactants are: CC1C=CC(S(O[CH2:12][CH2:13][C:14]2[CH:19]=[CH:18][CH:17]=[CH:16][C:15]=2[C:20]([CH3:23])([CH3:22])[CH3:21])(=O)=O)=CC=1.[C:24]1([C:30]([C:38]2[CH:43]=[CH:42][CH:41]=[CH:40][CH:39]=2)([CH:32]2[CH2:37][CH2:36][NH:35][CH2:34][CH2:33]2)[OH:31])[CH:29]=[CH:28][CH:27]=[CH:26][CH:25]=1.C(#N)C. Given the product [C:20]([C:15]1[CH:16]=[CH:17][CH:18]=[CH:19][C:14]=1[CH2:13][CH2:12][N:35]1[CH2:34][CH2:33][CH:32]([C:30]([C:38]2[CH:43]=[CH:42][CH:41]=[CH:40][CH:39]=2)([C:24]2[CH:25]=[CH:26][CH:27]=[CH:28][CH:29]=2)[OH:31])[CH2:37][CH2:36]1)([CH3:21])([CH3:22])[CH3:23], predict the reactants needed to synthesize it. (5) Given the product [CH3:17][O:18][C:19]1[CH:20]=[C:21]2[C:26](=[C:27]([N:29]3[CH2:30][CH2:31][N:32]([CH3:35])[CH2:33][CH2:34]3)[CH:28]=1)[O:25][CH:24]([C:36]([NH:15][C:12]1[CH:13]=[CH:14][C:9]([C:6]3[N:5]=[C:4]([CH2:3][O:2][CH3:1])[O:8][N:7]=3)=[CH:10][CH:11]=1)=[O:37])[CH2:23][CH2:22]2, predict the reactants needed to synthesize it. The reactants are: [CH3:1][O:2][CH2:3][C:4]1[O:8][N:7]=[C:6]([C:9]2[CH:14]=[CH:13][C:12]([NH2:15])=[CH:11][CH:10]=2)[N:5]=1.Cl.[CH3:17][O:18][C:19]1[CH:20]=[C:21]2[C:26](=[C:27]([N:29]3[CH2:34][CH2:33][N:32]([CH3:35])[CH2:31][CH2:30]3)[CH:28]=1)[O:25][CH:24]([C:36](O)=[O:37])[CH2:23][CH2:22]2.